This data is from Catalyst prediction with 721,799 reactions and 888 catalyst types from USPTO. The task is: Predict which catalyst facilitates the given reaction. Reactant: [C:1](#[N:9])[C:2]1[C:3](=[CH:5][CH:6]=[CH:7][CH:8]=1)[NH2:4].[CH2:10]1[CH2:21][C:20]2[C:15](=[CH:16][CH:17]=[CH:18][CH:19]=2)[C:13](=O)[CH2:12][CH2:11]1.B(F)(F)F.CCOCC.[OH-].[Na+]. Product: [CH:16]1[C:15]2[C:13]3=[N:4][C:3]4[C:2]([C:1]([NH2:9])=[C:12]3[CH2:11][CH2:10][CH2:21][C:20]=2[CH:19]=[CH:18][CH:17]=1)=[CH:8][CH:7]=[CH:6][CH:5]=4. The catalyst class is: 133.